This data is from Catalyst prediction with 721,799 reactions and 888 catalyst types from USPTO. The task is: Predict which catalyst facilitates the given reaction. (1) Reactant: [CH2:1]([O:3][C:4](=[O:19])[C:5]([CH3:18])([CH3:17])[CH2:6][C:7]1[NH:15][C:14]2[C:9](=[N:10][C:11]([Cl:16])=[CH:12][CH:13]=2)[CH:8]=1)[CH3:2].[Cl:20][C:21]1[CH:28]=[CH:27][C:24]([CH2:25]Cl)=[CH:23][CH:22]=1.C([O-])([O-])=O.[Cs+].[Cs+]. Product: [CH2:1]([O:3][C:4](=[O:19])[C:5]([CH3:18])([CH3:17])[CH2:6][C:7]1[N:15]([CH2:25][C:24]2[CH:27]=[CH:28][C:21]([Cl:20])=[CH:22][CH:23]=2)[C:14]2[C:9](=[N:10][C:11]([Cl:16])=[CH:12][CH:13]=2)[CH:8]=1)[CH3:2]. The catalyst class is: 639. (2) Reactant: [NH2:1][CH2:2][C:3]1[CH:32]=[CH:31][C:6]2[CH2:7][CH2:8][CH2:9][CH:10]([N:12]([CH2:24][C:25]3[CH:30]=[CH:29][CH:28]=[CH:27][CH:26]=3)[CH2:13][C@H:14]([OH:23])[CH2:15][O:16][C:17]3[CH:22]=[CH:21][CH:20]=[CH:19][CH:18]=3)[CH2:11][C:5]=2[CH:4]=1.[C:33]([O:37][C:38](=[O:41])[CH:39]=[CH2:40])([CH3:36])([CH3:35])[CH3:34]. Product: [C:33]([O:37][C:38](=[O:41])[CH2:39][CH2:40][NH:1][CH2:2][C:3]1[CH:32]=[CH:31][C:6]2[CH2:7][CH2:8][CH2:9][CH:10]([N:12]([CH2:13][C@H:14]([OH:23])[CH2:15][O:16][C:17]3[CH:18]=[CH:19][CH:20]=[CH:21][CH:22]=3)[CH2:24][C:25]3[CH:26]=[CH:27][CH:28]=[CH:29][CH:30]=3)[CH2:11][C:5]=2[CH:4]=1)([CH3:36])([CH3:35])[CH3:34]. The catalyst class is: 5. (3) Reactant: [N:1]1([C:5]2[N:14]=[C:13]3[C:8]([C:9](=[O:24])[C:10]([C:19]([O:21]CC)=[O:20])=[CH:11][N:12]3CCC#N)=[CH:7][C:6]=2[Br:25])[CH2:4][CH2:3][CH2:2]1.[Li+].[OH-].C(O)(=O)CC(CC(O)=O)(C(O)=O)O. Product: [N:1]1([C:5]2[N:14]=[C:13]3[C:8]([C:9](=[O:24])[C:10]([C:19]([OH:21])=[O:20])=[CH:11][NH:12]3)=[CH:7][C:6]=2[Br:25])[CH2:4][CH2:3][CH2:2]1. The catalyst class is: 5.